Dataset: Catalyst prediction with 721,799 reactions and 888 catalyst types from USPTO. Task: Predict which catalyst facilitates the given reaction. (1) Reactant: [O:1]1[C:5]2([CH2:10][CH2:9][CH:8]([C:11]3(O)[CH2:15][CH:14]=[CH:13][CH2:12]3)[CH2:7][CH2:6]2)[O:4][CH2:3][CH2:2]1. Product: [CH:11]1([CH:8]2[CH2:9][CH2:10][C:5]3([O:1][CH2:2][CH2:3][O:4]3)[CH2:6][CH2:7]2)[CH2:15][CH2:14][CH2:13][CH2:12]1. The catalyst class is: 43. (2) Reactant: [C:1]([C:3]1[CH:8]=[CH:7][C:6]([C@@H:9]2[C:14]([C:15]([O:17][CH2:18][CH:19]=[CH2:20])=[O:16])=[C:13]([CH3:21])[N:12]([C:22]3[CH:27]=[CH:26][CH:25]=[C:24]([C:28]([F:31])([F:30])[F:29])[CH:23]=3)[C:11](=[O:32])[NH:10]2)=[C:5]([S:33]([CH3:36])(=[O:35])=[O:34])[CH:4]=1)#[N:2].[H-].[Na+].[CH3:39][S:40](Cl)(=[O:42])=[O:41]. The catalyst class is: 1. Product: [C:1]([C:3]1[CH:8]=[CH:7][C:6]([C@@H:9]2[C:14]([C:15]([O:17][CH2:18][CH:19]=[CH2:20])=[O:16])=[C:13]([CH3:21])[N:12]([C:22]3[CH:27]=[CH:26][CH:25]=[C:24]([C:28]([F:30])([F:29])[F:31])[CH:23]=3)[C:11](=[O:32])[N:10]2[S:40]([CH3:39])(=[O:42])=[O:41])=[C:5]([S:33]([CH3:36])(=[O:34])=[O:35])[CH:4]=1)#[N:2]. (3) Reactant: [H-].[Na+].[Cl:3][C:4]1[CH:5]=[CH:6][C:7]([CH:35]=[CH2:36])=[C:8]([C:10]2[CH:15]=[CH:14][C:13]([C@@:16]3([OH:34])[CH2:20][N:19]([C:21]([O:23][CH2:24][CH2:25][Si:26]([CH3:29])([CH3:28])[CH3:27])=[O:22])[C@H:18]([C:30]([O:32][CH3:33])=[O:31])[CH2:17]3)=[CH:12][CH:11]=2)[CH:9]=1.[CH3:37]I. Product: [Cl:3][C:4]1[CH:5]=[CH:6][C:7]([CH:35]=[CH2:36])=[C:8]([C:10]2[CH:11]=[CH:12][C:13]([C@@:16]3([O:34][CH3:37])[CH2:20][N:19]([C:21]([O:23][CH2:24][CH2:25][Si:26]([CH3:29])([CH3:27])[CH3:28])=[O:22])[C@H:18]([C:30]([O:32][CH3:33])=[O:31])[CH2:17]3)=[CH:14][CH:15]=2)[CH:9]=1. The catalyst class is: 3. (4) Reactant: [CH3:1][O:2][C:3]1[CH:8]=[CH:7][C:6]([C:9]2[N:10]=[C:11]([C:22]3([C:28]4[CH:33]=[CH:32][CH:31]=[CH:30][CH:29]=4)[CH2:27][CH2:26][NH:25][CH2:24][CH2:23]3)[O:12][C:13]=2[C:14]2[CH:19]=[CH:18][C:17]([O:20][CH3:21])=[CH:16][CH:15]=2)=[CH:5][CH:4]=1.ClC(Cl)(O[C:38](=[O:44])OC(Cl)(Cl)Cl)Cl.C(N(CC)CC)C.Cl.[CH3:54][NH:55][OH:56]. Product: [CH3:1][O:2][C:3]1[CH:4]=[CH:5][C:6]([C:9]2[N:10]=[C:11]([C:22]3([C:28]4[CH:33]=[CH:32][CH:31]=[CH:30][CH:29]=4)[CH2:27][CH2:26][N:25]([C:38](=[O:44])[N:55]([OH:56])[CH3:54])[CH2:24][CH2:23]3)[O:12][C:13]=2[C:14]2[CH:15]=[CH:16][C:17]([O:20][CH3:21])=[CH:18][CH:19]=2)=[CH:7][CH:8]=1. The catalyst class is: 7. (5) Reactant: [Br:1][C:2]1[CH:3]=[CH:4][C:5]([C:13]([OH:15])=[O:14])=[N:6][C:7]=1[O:8][CH2:9][CH:10]1[CH2:12][CH2:11]1.IC.[C:18](=O)([O-])[O-].[Na+].[Na+].O. Product: [CH3:18][O:14][C:13]([C:5]1[CH:4]=[CH:3][C:2]([Br:1])=[C:7]([O:8][CH2:9][CH:10]2[CH2:11][CH2:12]2)[N:6]=1)=[O:15]. The catalyst class is: 3. (6) Reactant: [C:1]([C:3]1[CH:10]=[CH:9][CH:8]=[CH:7][C:4]=1[CH2:5]Cl)#[N:2].[I-].[Na+].[CH3:13][C:14]1[CH:19]=[CH:18][C:17]([C:20]2[CH2:25][CH2:24][CH2:23][CH2:22][C:21]=2[C:26]([NH:28][C:29]2[CH:34]=[CH:33][C:32]([N:35]3[CH2:40][CH2:39][NH:38][CH2:37][CH2:36]3)=[CH:31][CH:30]=2)=[O:27])=[CH:16][CH:15]=1.C(=O)([O-])[O-].[K+].[K+]. Product: [C:1]([C:3]1[CH:10]=[CH:9][CH:8]=[CH:7][C:4]=1[CH2:5][N:38]1[CH2:37][CH2:36][N:35]([C:32]2[CH:31]=[CH:30][C:29]([NH:28][C:26]([C:21]3[CH2:22][CH2:23][CH2:24][CH2:25][C:20]=3[C:17]3[CH:16]=[CH:15][C:14]([CH3:13])=[CH:19][CH:18]=3)=[O:27])=[CH:34][CH:33]=2)[CH2:40][CH2:39]1)#[N:2]. The catalyst class is: 21. (7) Reactant: [Cl:1][C:2]1[CH:11]=[C:10]([Cl:12])[CH:9]=[C:8]([OH:13])[C:3]=1[C:4]([O:6][CH3:7])=[O:5].N1C=CC=CC=1.[F:20][C:21]([F:27])([F:26])[S:22](O)(=[O:24])=[O:23]. Product: [Cl:1][C:2]1[CH:11]=[C:10]([Cl:12])[CH:9]=[C:8]([O:13][S:22]([C:21]([F:27])([F:26])[F:20])(=[O:24])=[O:23])[C:3]=1[C:4]([O:6][CH3:7])=[O:5]. The catalyst class is: 2. (8) Reactant: O.[C:2]([NH:9][C@@H:10]([C:15]([OH:17])=O)[CH2:11][CH:12]([CH3:14])[CH3:13])([O:4][C:5]([CH3:8])([CH3:7])[CH3:6])=[O:3].[CH2:18]([N:20](CC)[CH2:21]C)C.Cl.CNC.C1CN([P+](ON2N=NC3C=CC=CC2=3)(N2CCCC2)N2CCCC2)CC1.F[P-](F)(F)(F)(F)F. Product: [C:5]([O:4][C:2](=[O:3])[NH:9][C@@H:10]([C:15](=[O:17])[N:20]([CH3:21])[CH3:18])[CH2:11][CH:12]([CH3:14])[CH3:13])([CH3:8])([CH3:7])[CH3:6]. The catalyst class is: 31.